Dataset: Full USPTO retrosynthesis dataset with 1.9M reactions from patents (1976-2016). Task: Predict the reactants needed to synthesize the given product. (1) Given the product [CH3:17][N:9]([CH2:8][C:5]1[CH:6]=[CH:7][C:2]([N:22]2[C:23]3[CH2:24][CH2:25][CH2:26][CH2:27][C:28]=3[C:20]([C:19]([F:18])([F:30])[F:29])=[N:21]2)=[CH:3][CH:4]=1)[C:10]([N:12]1[CH2:16][CH2:15][CH2:14][CH2:13]1)=[O:11], predict the reactants needed to synthesize it. The reactants are: Br[C:2]1[CH:7]=[CH:6][C:5]([CH2:8][N:9]([CH3:17])[C:10]([N:12]2[CH2:16][CH2:15][CH2:14][CH2:13]2)=[O:11])=[CH:4][CH:3]=1.[F:18][C:19]([F:30])([F:29])[C:20]1[C:28]2[CH2:27][CH2:26][CH2:25][CH2:24][C:23]=2[NH:22][N:21]=1.CN(C)CC(O)=O.C(=O)([O-])[O-].[K+].[K+]. (2) Given the product [Cl:7][C:8]1[CH:13]=[C:12]([CH2:14][N:21]2[C:17]([CH3:16])=[CH:18][C:19]([C:22]3[O:26][N:25]=[C:24]([C:27]4[CH:28]=[CH:29][C:30]([CH:33]5[CH2:38][CH2:37][O:36][CH2:35][CH2:34]5)=[CH:31][CH:32]=4)[N:23]=3)=[N:20]2)[CH:11]=[CH:10][N:9]=1, predict the reactants needed to synthesize it. The reactants are: CC([O-])(C)C.[K+].[Cl:7][C:8]1[CH:13]=[C:12]([CH2:14]Cl)[CH:11]=[CH:10][N:9]=1.[CH3:16][C:17]1[NH:21][N:20]=[C:19]([C:22]2[O:26][N:25]=[C:24]([C:27]3[CH:32]=[CH:31][C:30]([CH:33]4[CH2:38][CH2:37][O:36][CH2:35][CH2:34]4)=[CH:29][CH:28]=3)[N:23]=2)[CH:18]=1.O. (3) Given the product [Br:1][C:2]1[CH:10]=[C:9]2[C:5](/[C:6](=[CH:12]/[C:13]3[CH:18]=[CH:17][CH:16]=[C:15]([Cl:19])[CH:14]=3)/[C:7](=[O:11])[N:8]2[CH2:27][O:26][CH2:25][CH2:24][Si:23]([CH3:30])([CH3:29])[CH3:22])=[CH:4][CH:3]=1, predict the reactants needed to synthesize it. The reactants are: [Br:1][C:2]1[CH:10]=[C:9]2[C:5](/[C:6](=[CH:12]/[C:13]3[CH:18]=[CH:17][CH:16]=[C:15]([Cl:19])[CH:14]=3)/[C:7](=[O:11])[NH:8]2)=[CH:4][CH:3]=1.[H-].[Na+].[CH3:22][Si:23]([CH3:30])([CH3:29])[CH2:24][CH2:25][O:26][CH2:27]Cl. (4) Given the product [C:48]1([C:38]2[N:39]=[C:40]([C:42]3[CH:43]=[CH:44][CH:45]=[CH:46][CH:47]=3)[N:41]=[C:36]([N:26]3[C:25]4[CH:24]=[CH:23][C:22]([C:18]5[CH:19]=[CH:20][C:21]6[N:9]([C:3]7[CH:8]=[CH:7][CH:6]=[CH:5][CH:4]=7)[C:10]7[C:15]([C:16]=6[CH:17]=5)=[CH:14][CH:13]=[CH:12][CH:11]=7)=[CH:34][C:33]=4[C:32]4[C:27]3=[CH:28][CH:29]=[CH:30][CH:31]=4)[N:37]=2)[CH:53]=[CH:52][CH:51]=[CH:50][CH:49]=1, predict the reactants needed to synthesize it. The reactants are: [H-].[Na+].[C:3]1([N:9]2[C:21]3[CH:20]=[CH:19][C:18]([C:22]4[CH:23]=[CH:24][C:25]5[NH:26][C:27]6[C:32]([C:33]=5[CH:34]=4)=[CH:31][CH:30]=[CH:29][CH:28]=6)=[CH:17][C:16]=3[C:15]3[C:10]2=[CH:11][CH:12]=[CH:13][CH:14]=3)[CH:8]=[CH:7][CH:6]=[CH:5][CH:4]=1.Cl[C:36]1[N:41]=[C:40]([C:42]2[CH:47]=[CH:46][CH:45]=[CH:44][CH:43]=2)[N:39]=[C:38]([C:48]2[CH:53]=[CH:52][CH:51]=[CH:50][CH:49]=2)[N:37]=1.O. (5) The reactants are: C(OC([N:11]1[CH2:15][CH:14]2[CH2:16][CH:17]([CH2:19][O:20][C:21]3[CH:30]=[C:29]4[C:24]([C:25]([O:31][C:32]5[CH:37]=[CH:36][C:35]([N+:38]([O-:40])=[O:39])=[CH:34][C:33]=5[F:41])=[CH:26][CH:27]=[N:28]4)=[CH:23][C:22]=3[O:42][CH3:43])[CH2:18][CH:13]2[CH2:12]1)=O)C1C=CC=CC=1.Br. Given the product [F:41][C:33]1[CH:34]=[C:35]([N+:38]([O-:40])=[O:39])[CH:36]=[CH:37][C:32]=1[O:31][C:25]1[C:24]2[C:29](=[CH:30][C:21]([O:20][CH2:19][CH:17]3[CH2:18][CH:13]4[CH2:12][NH:11][CH2:15][CH:14]4[CH2:16]3)=[C:22]([O:42][CH3:43])[CH:23]=2)[N:28]=[CH:27][CH:26]=1, predict the reactants needed to synthesize it. (6) The reactants are: [CH3:1][C:2]1([C:6]2[CH:12]=[CH:11][C:9]([NH2:10])=[C:8]([N+:13]([O-])=O)[CH:7]=2)[CH2:5][CH2:4][CH2:3]1. Given the product [CH3:1][C:2]1([C:6]2[CH:7]=[C:8]([NH2:13])[C:9]([NH2:10])=[CH:11][CH:12]=2)[CH2:3][CH2:4][CH2:5]1, predict the reactants needed to synthesize it. (7) Given the product [Cl:54][CH2:3][C:4]1[CH:9]=[CH:8][C:7]([C@H:10]2[C@H:15]([O:16][Si:17]([CH:21]([CH3:22])[CH3:23])([CH:18]([CH3:19])[CH3:20])[CH:24]([CH3:25])[CH3:26])[CH2:14][N:13]([C:27]([O:29][CH2:30][C:31]3[CH:36]=[CH:35][CH:34]=[CH:33][CH:32]=3)=[O:28])[CH2:12][C@@H:11]2[O:37][CH2:38][C:39]2[CH:40]=[CH:41][C:42]3[O:47][CH2:46][CH2:45][N:44]([CH2:48][CH2:49][CH2:50][O:51][CH3:52])[C:43]=3[CH:53]=2)=[CH:6][CH:5]=1, predict the reactants needed to synthesize it. The reactants are: OC[CH2:3][C:4]1[CH:9]=[CH:8][C:7]([C@H:10]2[C@H:15]([O:16][Si:17]([CH:24]([CH3:26])[CH3:25])([CH:21]([CH3:23])[CH3:22])[CH:18]([CH3:20])[CH3:19])[CH2:14][N:13]([C:27]([O:29][CH2:30][C:31]3[CH:36]=[CH:35][CH:34]=[CH:33][CH:32]=3)=[O:28])[CH2:12][C@@H:11]2[O:37][CH2:38][C:39]2[CH:40]=[CH:41][C:42]3[O:47][CH2:46][CH2:45][N:44]([CH2:48][CH2:49][CH2:50][O:51][CH3:52])[C:43]=3[CH:53]=2)=[CH:6][CH:5]=1.[Cl:54]C(N(C)C)=C(C)C.COC(C)(C)C.O.